Dataset: Reaction yield outcomes from USPTO patents with 853,638 reactions. Task: Predict the reaction yield, written as a fraction of the theoretical maximum amount of product (1.0 means a 100% yield; for example, 0.34 means a 34% yield). (1) The reactants are [CH3:1][C:2]([CH3:4])=[O:3].[OH-].[Na+].[OH:7][C:8]1[CH:15]=[CH:14][C:11]([CH:12]=O)=[CH:10][C:9]=1[O:16][CH3:17]. The catalyst is C(O)C.O. The product is [OH:7][C:8]1[CH:15]=[CH:14][C:11]([CH:12]=[CH:1][C:2](=[O:3])[CH3:4])=[CH:10][C:9]=1[O:16][CH3:17]. The yield is 0.870. (2) The reactants are [OH-].[Na+].C[O:4][C:5](=[O:41])[CH2:6][C:7]1[CH:12]=[CH:11][C:10]([C:13]2[CH:18]=[CH:17][C:16]([C:19]([CH2:37][CH3:38])([C:22]3[CH:27]=[CH:26][C:25]([CH2:28][CH2:29][C:30]4([OH:35])[CH2:34][CH2:33][CH2:32][CH2:31]4)=[C:24]([CH3:36])[CH:23]=3)[CH2:20][CH3:21])=[CH:15][C:14]=2[CH3:39])=[CH:9][C:8]=1[F:40].[Cl-].[NH4+]. The product is [CH2:20]([C:19]([C:16]1[CH:17]=[CH:18][C:13]([C:10]2[CH:11]=[CH:12][C:7]([CH2:6][C:5]([OH:41])=[O:4])=[C:8]([F:40])[CH:9]=2)=[C:14]([CH3:39])[CH:15]=1)([C:22]1[CH:27]=[CH:26][C:25]([CH2:28][CH2:29][C:30]2([OH:35])[CH2:34][CH2:33][CH2:32][CH2:31]2)=[C:24]([CH3:36])[CH:23]=1)[CH2:37][CH3:38])[CH3:21]. The catalyst is CO. The yield is 0.990. (3) The reactants are [Al+3].[Cl-].[Cl-].[Cl-].[CH3:5][C:6]1[CH:10]=[CH:9][S:8][C:7]=1[C:11]([O:13][CH3:14])=[O:12].Cl[C:16]([CH3:19])([CH3:18])[CH3:17]. The catalyst is C(Cl)Cl. The product is [C:16]([C:9]1[S:8][C:7]([C:11]([O:13][CH3:14])=[O:12])=[C:6]([CH3:5])[CH:10]=1)([CH3:19])([CH3:18])[CH3:17]. The yield is 0.600. (4) The reactants are [S:1]1[CH2:6][CH2:5][CH2:4][CH:3]([OH:7])[CH2:2]1.C(N(CC)CC)C.[C:15](Cl)(=[O:19])[C:16]([CH3:18])=[CH2:17].[OH-].[Na+]. The catalyst is O1CCCC1. The product is [C:15]([O:7][CH:3]1[CH2:4][CH2:5][CH2:6][S:1][CH2:2]1)(=[O:19])[C:16]([CH3:18])=[CH2:17]. The yield is 0.540. (5) The reactants are [Cl:1][C:2]1[CH:7]=[C:6]([Cl:8])[CH:5]=[CH:4][C:3]=1[C:9]1[C:14]([N+:15]([O-])=O)=[C:13]([CH3:18])[CH:12]=[CH:11][N:10]=1.[CH2:19]([OH:21])[CH3:20].Cl.C(OC(=O)C)(=O)C. The catalyst is [Fe].C1(C)C=CC=CC=1.O. The product is [Cl:1][C:2]1[CH:7]=[C:6]([Cl:8])[CH:5]=[CH:4][C:3]=1[C:9]1[C:14]([NH:15][C:19](=[O:21])[CH3:20])=[C:13]([CH3:18])[CH:12]=[CH:11][N:10]=1. The yield is 0.680. (6) The reactants are FC(F)(F)C(O)=O.[Cl:8][C:9]1[CH:18]=[C:17]2[C:12]([CH:13]=[C:14]([NH:19]C(=O)OC(C)(C)C)[N:15]=[CH:16]2)=[CH:11][N:10]=1. The catalyst is ClC(Cl)C. The product is [Cl:8][C:9]1[CH:18]=[C:17]2[C:12]([CH:13]=[C:14]([NH2:19])[N:15]=[CH:16]2)=[CH:11][N:10]=1. The yield is 0.860.